From a dataset of Forward reaction prediction with 1.9M reactions from USPTO patents (1976-2016). Predict the product of the given reaction. (1) Given the reactants [Cl:1][C:2]1[CH:3]=[C:4](/[CH:26]=[CH:27]/[C:28]([NH:30][O:31]C2CCCCO2)=[O:29])[CH:5]=[N:6][C:7]=1[NH:8][C@@H:9]1[CH2:13][CH2:12][N:11]([C:14]([C@H:16]2[CH2:21][CH2:20][C@H:19]([CH2:22][N:23]([CH3:25])[CH3:24])[CH2:18][CH2:17]2)=[O:15])[CH2:10]1.[ClH:38].C(O)C, predict the reaction product. The product is: [ClH:1].[ClH:38].[Cl:1][C:2]1[CH:3]=[C:4](/[CH:26]=[CH:27]/[C:28]([NH:30][OH:31])=[O:29])[CH:5]=[N:6][C:7]=1[NH:8][C@@H:9]1[CH2:13][CH2:12][N:11]([C:14]([C@H:16]2[CH2:17][CH2:18][C@H:19]([CH2:22][N:23]([CH3:25])[CH3:24])[CH2:20][CH2:21]2)=[O:15])[CH2:10]1. (2) Given the reactants [CH3:1][O:2][C:3]1[CH:4]=[C:5]([CH:10]=[CH:11][C:12]=1[O:13][CH2:14][C:15]1[CH:20]=[CH:19][CH:18]=[C:17]([O:21][CH2:22][C:23]2[CH:32]=[CH:31][C:30]3[C:25](=[CH:26][CH:27]=[CH:28][CH:29]=3)[N:24]=2)[CH:16]=1)[C:6]([O:8]C)=[O:7].[OH-].[Na+], predict the reaction product. The product is: [CH3:1][O:2][C:3]1[CH:4]=[C:5]([CH:10]=[CH:11][C:12]=1[O:13][CH2:14][C:15]1[CH:20]=[CH:19][CH:18]=[C:17]([O:21][CH2:22][C:23]2[CH:32]=[CH:31][C:30]3[C:25](=[CH:26][CH:27]=[CH:28][CH:29]=3)[N:24]=2)[CH:16]=1)[C:6]([OH:8])=[O:7]. (3) Given the reactants [CH3:1][CH:2]([NH2:4])[CH3:3].[CH:5]1([CH2:8][S:9](Cl)(=[O:11])=[O:10])[CH2:7][CH2:6]1, predict the reaction product. The product is: [CH:5]1([CH2:8][S:9]([NH:4][CH:2]([CH3:3])[CH3:1])(=[O:11])=[O:10])[CH2:7][CH2:6]1. (4) Given the reactants [C:1]([C:3]1([N:15]2[CH2:20][CH2:19][N:18]([C:21](OC(C)(C)C)=O)[CH2:17][CH2:16]2)[CH2:8][CH2:7][N:6]([S:9]([CH2:12][CH2:13][CH3:14])(=[O:11])=[O:10])[CH2:5][CH2:4]1)#[N:2].[H-].[Al+3].[Li+].[H-].[H-].[H-], predict the reaction product. The product is: [CH3:21][N:18]1[CH2:17][CH2:16][N:15]([C:3]2([CH2:1][NH2:2])[CH2:8][CH2:7][N:6]([S:9]([CH2:12][CH2:13][CH3:14])(=[O:11])=[O:10])[CH2:5][CH2:4]2)[CH2:20][CH2:19]1. (5) Given the reactants Cl.[O:2]=[S:3]1(=[O:10])[CH2:8][CH2:7][CH:6]([NH2:9])[CH2:5][CH2:4]1.[Br:11][C:12]1[S:16][C:15]([S:17](Cl)(=[O:19])=[O:18])=[CH:14][CH:13]=1.C(O)(=O)CC(CC(O)=O)(C(O)=O)O.CCOC(C)=O, predict the reaction product. The product is: [Br:11][C:12]1[S:16][C:15]([S:17]([NH:9][CH:6]2[CH2:7][CH2:8][S:3](=[O:10])(=[O:2])[CH2:4][CH2:5]2)(=[O:19])=[O:18])=[CH:14][CH:13]=1. (6) Given the reactants Br[C:2]1[CH:3]=[C:4]([CH:10]=[CH:11][CH:12]=1)[C:5]([O:7][CH2:8][CH3:9])=[O:6].[Br-].[CH:14]1([Zn+])[CH2:18][CH2:17][CH2:16][CH2:15]1, predict the reaction product. The product is: [CH2:8]([O:7][C:5](=[O:6])[C:4]1[C:10]([CH:14]2[CH2:18][CH2:17][CH2:16][CH2:15]2)=[CH:11][CH:12]=[CH:2][CH:3]=1)[CH3:9].